The task is: Regression. Given a target protein amino acid sequence and a drug SMILES string, predict the binding affinity score between them. We predict pKi (pKi = -log10(Ki in M); higher means stronger inhibition). Dataset: bindingdb_ki.. This data is from Drug-target binding data from BindingDB using Ki measurements. (1) The small molecule is CC[C@H](C)[C@H](NC(=O)[C@H](CO)NC(=O)[C@H](CC(N)=O)NC(=O)[C@H](CC(C)C)NC(=O)[C@H](Cc1ccc(O)cc1)NC(=O)[C@H](CCCCN)NC(=O)[C@H](CCCCN)NC(=O)[C@@H](NC(=O)[C@H](C)NC(=O)[C@H](CCSC)NC(=O)[C@H](CCC(N)=O)NC(=O)[C@H](CCCCN)NC(=O)[C@H](CCCN=C(N)N)NC(=O)[C@H](CC(C)C)NC(=O)[C@H](CCCN=C(N)N)NC(=O)C(NC(=O)[C@@H](Cc1ccc(O)cc1)NC(=O)[C@H](CC(N)=O)NC(=O)[C@H](CC(=O)O)NC(=O)[C@@H](NC(=O)[C@H](Cc1ccccc1)NC(=O)[C@@H](NC(=O)[C@H](C)NC(=O)[C@H](CC(=O)O)NC(=O)[C@H](CO)NC(=O)[C@@H](N)Cc1cnc[nH]1)C(C)C)[C@@H](C)O)[C@@H](C)O)C(C)C)C(=O)N[C@@H](CC(C)C)C(=O)N[C@@H](CC(N)=O)C(N)=O. The target protein (P04566) has sequence HADGVFTSDYSRLLGQLSARKYLESLIHSDALFTDTYTRLRKQMAMKKYLNSVLN. The pKi is 7.6. (2) The compound is C#CC([NH3+])CC(F)(F)C[NH3+]. The target protein (P09057) has sequence MGSFTKEEFDCHILDEGFTAKDILDQKINEVSSSDDKDAFYVADLGDVLKKHLRWLKALPRVTPFYAVKCNDSRAIVSTLAAIGTGFDCASKTEIQLVQGLGVPPERIIYANPCKQVSQIKYAASNGVQMMTFDSEIELMKVARAHPKAKLVLRIATDDSKAVCRLSVKFGATLKTSRLLLERAKELNIDVIGVSFHVGSGCTDPETFVQAVSDARCVFDMGTEVGFSMYLLDIGGGFPGSEDTKLKFEEITSVINPALDKYFPSDSGVRIIAEPGRYYVASAFTLAVNIIAKKTVWKEQTGSDDEDESNEQTLMYYVNDGVYGSFNCILYDHAHVKALLQKRPKPDEKYYSSSIWGPTCDGLDRIVERCSLPEMHVGDWMLFENMGAYTVAAASTFNGFQRPNIYYVMSRSMWQLMKQIQSHGFPPEVEEQDVGTLPMSCAQESGMDRHPAACASASINV. The pKi is 5.0.